The task is: Regression. Given two drug SMILES strings and cell line genomic features, predict the synergy score measuring deviation from expected non-interaction effect.. This data is from NCI-60 drug combinations with 297,098 pairs across 59 cell lines. Drug 1: CC1OCC2C(O1)C(C(C(O2)OC3C4COC(=O)C4C(C5=CC6=C(C=C35)OCO6)C7=CC(=C(C(=C7)OC)O)OC)O)O. Drug 2: C1=CC(=CC=C1C#N)C(C2=CC=C(C=C2)C#N)N3C=NC=N3. Cell line: SK-MEL-5. Synergy scores: CSS=10.4, Synergy_ZIP=-7.83, Synergy_Bliss=-1.94, Synergy_Loewe=-17.5, Synergy_HSA=-4.74.